The task is: Regression. Given a peptide amino acid sequence and an MHC pseudo amino acid sequence, predict their binding affinity value. This is MHC class II binding data.. This data is from Peptide-MHC class II binding affinity with 134,281 pairs from IEDB. (1) The peptide sequence is IGRFYIQMCTELKLSDYEG. The MHC is DRB1_1101 with pseudo-sequence DRB1_1101. The binding affinity (normalized) is 0.495. (2) The peptide sequence is AAATAGTTVYGAHAA. The MHC is HLA-DQA10401-DQB10402 with pseudo-sequence HLA-DQA10401-DQB10402. The binding affinity (normalized) is 0.287. (3) The peptide sequence is SWPDLDLKPGAAWTV. The MHC is DRB1_0101 with pseudo-sequence DRB1_0101. The binding affinity (normalized) is 0.406.